From a dataset of Full USPTO retrosynthesis dataset with 1.9M reactions from patents (1976-2016). Predict the reactants needed to synthesize the given product. (1) The reactants are: [F:1][C:2]([F:20])([F:19])[C:3]1[CH:8]=[CH:7][CH:6]=[CH:5][C:4]=1[C:9]1[N:14]=[CH:13][N:12]=[C:11]([C:15](=[N:17][OH:18])[NH2:16])[CH:10]=1.[C:21](N1C=CN=C1)(N1C=CN=C1)=[O:22].N12CCCN=C1CCCCC2.Cl. Given the product [F:20][C:2]([F:19])([F:1])[C:3]1[CH:8]=[CH:7][CH:6]=[CH:5][C:4]=1[C:9]1[N:14]=[CH:13][N:12]=[C:11]([C:15]2[NH:17][O:18][C:21](=[O:22])[N:16]=2)[CH:10]=1, predict the reactants needed to synthesize it. (2) Given the product [NH2:1][C:2]1[C:3]2[C:10]([CH3:11])=[CH:9][N:8]([C@@H:12]3[O:16][C@H:15]([CH:17]=[O:18])[C@@H:14]([Si:19]([C:22]([CH3:25])([CH3:24])[CH3:23])([CH3:21])[CH3:20])[CH2:13]3)[C:4]=2[N:5]=[CH:6][N:7]=1, predict the reactants needed to synthesize it. The reactants are: [NH2:1][C:2]1[C:3]2[C:10]([CH3:11])=[CH:9][N:8]([C@@H:12]3[O:16][C@H:15]([CH2:17][OH:18])[C@@H:14]([Si:19]([C:22]([CH3:25])([CH3:24])[CH3:23])([CH3:21])[CH3:20])[CH2:13]3)[C:4]=2[N:5]=[CH:6][N:7]=1. (3) Given the product [NH2:30][C:26]1[N:27]=[CH:28][N:29]=[C:24]([NH:1][C@H:2]([C:5]2[N:14]([C:15]3[CH:16]=[CH:17][CH:18]=[CH:19][CH:20]=3)[C:13](=[O:21])[C:12]3[C:7](=[CH:8][CH:9]=[CH:10][C:11]=3[CH3:22])[N:6]=2)[CH2:3][CH3:4])[C:25]=1[C:31]1[O:35][N:34]=[C:33]([CH3:36])[N:32]=1, predict the reactants needed to synthesize it. The reactants are: [NH2:1][C@H:2]([C:5]1[N:14]([C:15]2[CH:20]=[CH:19][CH:18]=[CH:17][CH:16]=2)[C:13](=[O:21])[C:12]2[C:7](=[CH:8][CH:9]=[CH:10][C:11]=2[CH3:22])[N:6]=1)[CH2:3][CH3:4].Cl[C:24]1[N:29]=[CH:28][N:27]=[C:26]([NH2:30])[C:25]=1[C:31]1[O:35][N:34]=[C:33]([CH3:36])[N:32]=1.CCN(C(C)C)C(C)C.CCOC(C)=O. (4) Given the product [CH2:62]([N:32]([CH2:30][CH3:31])[CH2:33]/[CH:34]=[CH:35]\[C:36]1[CH:41]=[C:40]([F:42])[CH:39]=[CH:38][C:37]=1[S:43]([CH2:46][C:47]1[C:52]([C:53]([O:55][C:11]([CH3:16])([CH3:12])[CH3:10])=[O:54])=[C:51]([OH:56])[C:50]([C:57]2[CH:61]=[CH:60][O:59][CH:58]=2)=[CH:49][CH:48]=1)(=[O:45])=[O:44])[CH3:63], predict the reactants needed to synthesize it. The reactants are: C1(S([CH2:10][C:11]2[C:16](C(OC(C)(C)C)=O)=[C:16](O)[C:11]([C:10]3C=COC=3)=[CH:12][CH:12]=2)(=O)=O)C=CC=CC=1.[CH2:30]([N:32]([CH2:62][CH3:63])[CH2:33]/[CH:34]=[CH:35]\[C:36]1[CH:41]=[C:40]([F:42])[CH:39]=[CH:38][C:37]=1[S:43]([CH2:46][C:47]1[C:52]([C:53]([OH:55])=[O:54])=[C:51]([OH:56])[C:50]([C:57]2[CH:61]=[CH:60][O:59][CH:58]=2)=[CH:49][CH:48]=1)(=[O:45])=[O:44])[CH3:31]. (5) Given the product [CH3:1][C:2]1[CH:6]=[N:5][N:4]([C:7]2[CH:12]=[CH:11][CH:10]=[C:9]([CH3:13])[N:8]=2)[C:3]=1[O:14][S:22]([C:25]([F:28])([F:27])[F:26])(=[O:24])=[O:23], predict the reactants needed to synthesize it. The reactants are: [CH3:1][C:2]1[CH:6]=[N:5][N:4]([C:7]2[CH:12]=[CH:11][CH:10]=[C:9]([CH3:13])[N:8]=2)[C:3]=1[OH:14].C(N(CC)CC)C.[S:22](O[S:22]([C:25]([F:28])([F:27])[F:26])(=[O:24])=[O:23])([C:25]([F:28])([F:27])[F:26])(=[O:24])=[O:23]. (6) Given the product [F:3][C:4]([F:35])([F:34])[C:5]1[CH:10]=[CH:9][C:8]([C:11]2[CH2:12][CH2:13][N:14]([C:17]([O:19][CH2:20][C:21]3([CH3:32])[O:33][C:24]4=[N:25][C:26]([N+:28]([O-:30])=[O:29])=[CH:27][N:23]4[CH2:22]3)=[O:18])[CH2:15][CH:16]=2)=[CH:7][CH:6]=1, predict the reactants needed to synthesize it. The reactants are: [H-].[Na+].[F:3][C:4]([F:35])([F:34])[C:5]1[CH:10]=[CH:9][C:8]([C:11]2[CH2:12][CH2:13][N:14]([C:17]([O:19][CH2:20][C:21]([OH:33])([CH3:32])[CH2:22][N:23]3[CH:27]=[C:26]([N+:28]([O-:30])=[O:29])[N:25]=[C:24]3Cl)=[O:18])[CH2:15][CH:16]=2)=[CH:7][CH:6]=1. (7) Given the product [Cl:21][C:16]1[CH:15]=[C:14]([C:10]2([O:13][CH3:25])[CH2:11][CH2:12][N:8]([C:6]([O:5][C:1]([CH3:4])([CH3:2])[CH3:3])=[O:7])[CH2:9]2)[CH:19]=[CH:18][C:17]=1[F:20], predict the reactants needed to synthesize it. The reactants are: [C:1]([O:5][C:6]([N:8]1[CH2:12][CH2:11][C:10]([C:14]2[CH:19]=[CH:18][C:17]([F:20])=[C:16]([Cl:21])[CH:15]=2)([OH:13])[CH2:9]1)=[O:7])([CH3:4])([CH3:3])[CH3:2].[H-].[Na+].I[CH3:25].